Dataset: Reaction yield outcomes from USPTO patents with 853,638 reactions. Task: Predict the reaction yield, written as a fraction of the theoretical maximum amount of product (1.0 means a 100% yield; for example, 0.34 means a 34% yield). (1) The reactants are [CH2:1]([C:4]1[C:12]([OH:13])=[C:11]2[C:7]([CH2:8][O:9][C:10]2=[O:14])=[C:6]([CH3:15])[C:5]=1[CH2:16][CH3:17])[CH:2]=[CH2:3].C1C=CC(P(C2C=CC=CC=2)C2C=CC=CC=2)=CC=1.[CH3:37][Si:38]([CH3:43])([CH3:42])[CH2:39][CH2:40]O.N(C(OC(C)C)=O)=NC(OC(C)C)=O. The catalyst is C1COCC1. The product is [CH2:1]([C:4]1[C:12]([O:13][CH2:40][CH2:39][Si:38]([CH3:43])([CH3:42])[CH3:37])=[C:11]2[C:7]([CH2:8][O:9][C:10]2=[O:14])=[C:6]([CH3:15])[C:5]=1[CH2:16][CH3:17])[CH:2]=[CH2:3]. The yield is 0.920. (2) The reactants are C(OC([N:8]([C:13]1[CH:52]=[CH:51][C:16]2[N:17]([CH2:21][C:22]([O:24][C@H:25]([C:36]3[CH:41]=[CH:40][C:39]([O:42][CH:43]([F:45])[F:44])=[C:38]([O:46][CH2:47][CH:48]4[CH2:50][CH2:49]4)[CH:37]=3)[CH2:26][C:27]3[C:32]([Cl:33])=[CH:31][N+:30]([O-:34])=[CH:29][C:28]=3[Cl:35])=[O:23])[C:18](=[O:20])[O:19][C:15]=2[CH:14]=1)[S:9]([CH3:12])(=[O:11])=[O:10])=O)(C)(C)C.Cl.C1COCC1. The catalyst is C(Cl)Cl. The product is [Cl:33][C:32]1[CH:31]=[N+:30]([O-:34])[CH:29]=[C:28]([Cl:35])[C:27]=1[CH2:26][C@@H:25]([C:36]1[CH:41]=[CH:40][C:39]([O:42][CH:43]([F:44])[F:45])=[C:38]([O:46][CH2:47][CH:48]2[CH2:50][CH2:49]2)[CH:37]=1)[O:24][C:22](=[O:23])[CH2:21][N:17]1[C:16]2[CH:51]=[CH:52][C:13]([NH:8][S:9]([CH3:12])(=[O:10])=[O:11])=[CH:14][C:15]=2[O:19][C:18]1=[O:20]. The yield is 0.800. (3) The reactants are [Br:1][C:2]1[C:3]([N:17]2[CH2:22][CH2:21][CH2:20][C@@H:19]([NH:23]C(=O)OC(C)(C)C)[CH2:18]2)=[C:4]2[C:10]([NH:11][C:12](=[O:16])[CH2:13][O:14][CH3:15])=[CH:9][NH:8][C:5]2=[N:6][CH:7]=1.O1CCOCC1.[ClH:37]. The catalyst is C(O)(C(F)(F)F)=O.CO. The product is [ClH:37].[NH2:23][C@@H:19]1[CH2:20][CH2:21][CH2:22][N:17]([C:3]2[C:2]([Br:1])=[CH:7][N:6]=[C:5]3[NH:8][CH:9]=[C:10]([NH:11][C:12](=[O:16])[CH2:13][O:14][CH3:15])[C:4]=23)[CH2:18]1. The yield is 0.550. (4) The product is [Cl:1][C:2]1[CH:3]=[C:4]([CH:12]([O:16][CH:17]2[CH2:22][CH2:21][CH2:20][CH:19]=[CH:18]2)[C:13]([NH:43][C:41]([NH:40][CH3:39])=[O:42])=[O:14])[CH:5]=[CH:6][C:7]=1[S:8]([CH3:11])(=[O:10])=[O:9]. The yield is 0.540. The catalyst is C(OCC)(=O)C.CN(C)C=O. The reactants are [Cl:1][C:2]1[CH:3]=[C:4]([CH:12]([O:16][CH:17]2[CH2:22][CH2:21][CH2:20][CH:19]=[CH:18]2)[C:13](O)=[O:14])[CH:5]=[CH:6][C:7]=1[S:8]([CH3:11])(=[O:10])=[O:9].FC1C=CC=CC=1.C(Cl)(=O)C(Cl)=O.ClCCl.[CH3:39][NH:40][C:41]([NH2:43])=[O:42].N1C=CC=CC=1.